This data is from Forward reaction prediction with 1.9M reactions from USPTO patents (1976-2016). The task is: Predict the product of the given reaction. (1) Given the reactants [Cl:1][C:2]1[C:7](Cl)=[CH:6][CH:5]=[CH:4][C:3]=1[S:9]([N:12]([C:21]1[C:26]([O:27][CH2:28][C:29]2C=N[CH:32]=[CH:33][CH:34]=2)=[N:25][C:24](Cl)=[CH:23][N:22]=1)COCC[Si](C)(C)C)(=[O:11])=[O:10].C(=O)([O-])[O-].[Cs+].[Cs+].[ClH:42].[NH2:43][CH2:44][CH2:45][SH:46].C(OCC)(=O)C.[C:53](#[N:55])C, predict the reaction product. The product is: [NH2:43][CH2:44][CH2:45][S:46][C:24]1[N:25]=[C:26]([O:27][CH2:28][C:29]2[CH:34]=[CH:33][CH:32]=[CH:53][N:55]=2)[C:21]([NH:12][S:9]([C:3]2[CH:4]=[CH:5][CH:6]=[C:7]([Cl:42])[C:2]=2[Cl:1])(=[O:10])=[O:11])=[N:22][CH:23]=1. (2) Given the reactants C[O:2][C:3](=O)[C:4]1[CH:9]=[C:8]([O:10][CH2:11][CH3:12])[C:7]([O:13][CH3:14])=[C:6]([O:15][CH2:16][CH3:17])[CH:5]=1.[H-].[Al+3].[Li+].[H-].[H-].[H-], predict the reaction product. The product is: [CH2:16]([O:15][C:6]1[CH:5]=[C:4]([CH2:3][OH:2])[CH:9]=[C:8]([O:10][CH2:11][CH3:12])[C:7]=1[O:13][CH3:14])[CH3:17]. (3) Given the reactants C(OC([N:8]1[CH2:13][CH2:12][CH2:11][CH2:10][CH:9]1[CH2:14][CH2:15][N:16]([CH:23]1[CH2:31][C:30]2[C:25](=[CH:26][CH:27]=[CH:28][CH:29]=2)[CH2:24]1)[C:17]1[N:22]=[CH:21][CH:20]=[CH:19][N:18]=1)=O)(C)(C)C, predict the reaction product. The product is: [CH2:24]1[C:25]2[C:30](=[CH:29][CH:28]=[CH:27][CH:26]=2)[CH2:31][CH:23]1[N:16]([C:17]1[N:18]=[CH:19][CH:20]=[CH:21][N:22]=1)[CH2:15][CH2:14][CH:9]1[CH2:10][CH2:11][CH2:12][CH2:13][NH:8]1. (4) Given the reactants [F:1][C:2]1[CH:3]=[C:4]([CH:51]=[CH:52][CH:53]=1)[CH2:5][N:6]1[CH:10]=[C:9]([C:11]2[C:19]3[C:14](=[N:15][CH:16]=[C:17]([C:20]4[CH:21]=[CH:22][C:23]([N:28]5[CH2:33][CH2:32][N:31](C(OC(C)(C)C)=O)[CH2:30][CH2:29]5)=[N:24][C:25]=4[O:26][CH3:27])[CH:18]=3)[N:13]([S:41]([C:44]3[CH:50]=[CH:49][C:47]([CH3:48])=[CH:46][CH:45]=3)(=[O:43])=[O:42])[CH:12]=2)[CH:8]=[N:7]1, predict the reaction product. The product is: [F:1][C:2]1[CH:3]=[C:4]([CH:51]=[CH:52][CH:53]=1)[CH2:5][N:6]1[CH:10]=[C:9]([C:11]2[C:19]3[C:14](=[N:15][CH:16]=[C:17]([C:20]4[C:25]([O:26][CH3:27])=[N:24][C:23]([N:28]5[CH2:33][CH2:32][NH:31][CH2:30][CH2:29]5)=[CH:22][CH:21]=4)[CH:18]=3)[N:13]([S:41]([C:44]3[CH:50]=[CH:49][C:47]([CH3:48])=[CH:46][CH:45]=3)(=[O:43])=[O:42])[CH:12]=2)[CH:8]=[N:7]1. (5) Given the reactants I[C:2]1[CH:7]=[CH:6][C:5]([CH3:8])=[CH:4][C:3]=1[CH3:9].[CH2:10]([CH:14]1[CH2:19][CH2:18][N:17]([CH2:20][CH2:21][CH2:22][C:23]#N)[CH2:16][CH2:15]1)[CH2:11][CH2:12][CH3:13].C(Cl)Cl.C[OH:29], predict the reaction product. The product is: [CH2:10]([CH:14]1[CH2:19][CH2:18][N:17]([CH2:20][CH2:21][CH2:22][C:23]([C:2]2[CH:7]=[CH:6][C:5]([CH3:8])=[CH:4][C:3]=2[CH3:9])=[O:29])[CH2:16][CH2:15]1)[CH2:11][CH2:12][CH3:13].